This data is from Full USPTO retrosynthesis dataset with 1.9M reactions from patents (1976-2016). The task is: Predict the reactants needed to synthesize the given product. (1) Given the product [F:30][C:2]([F:29])([F:1])[C:3]1[CH:4]=[C:5]([CH:22]=[C:23]([C:25]([F:28])([F:27])[F:26])[CH:24]=1)[CH2:6][O:7][CH2:8][C:9]1([C:16]2[CH:21]=[CH:20][CH:19]=[CH:18][CH:17]=2)[CH2:15][CH2:14][CH2:13][N:12]([CH2:34][CH:31]2[CH2:33][CH2:32]2)[CH2:11][CH2:10]1, predict the reactants needed to synthesize it. The reactants are: [F:1][C:2]([F:30])([F:29])[C:3]1[CH:4]=[C:5]([CH:22]=[C:23]([C:25]([F:28])([F:27])[F:26])[CH:24]=1)[CH2:6][O:7][CH2:8][C:9]1([C:16]2[CH:21]=[CH:20][CH:19]=[CH:18][CH:17]=2)[CH2:15][CH2:14][CH2:13][NH:12][CH2:11][CH2:10]1.[CH:31]1([CH:34]=O)[CH2:33][CH2:32]1.C([BH3-])#N.[Na+]. (2) Given the product [Cl:49][C:32]1[C:33]([Cl:48])=[C:34]([S:37](=[O:38])(=[O:39])[NH:40][C@@H:41]([CH2:46][CH3:47])[C:42]([F:43])([F:44])[F:45])[CH:35]=[CH:36][C:31]=1[C:5]1[S:4][C:3]([C:2]2[N:1]=[C:20]([CH2:21][C:22]([CH3:27])([CH3:28])[C:23]([O:25][CH3:26])=[O:24])[O:19][N:18]=2)=[N:7][C:6]=1[CH2:8][OH:9], predict the reactants needed to synthesize it. The reactants are: [NH2:1][C:2](=[N:18][O:19][C:20](=O)[CH2:21][C:22]([CH3:28])([CH3:27])[C:23]([O:25][CH3:26])=[O:24])[C:3]1[S:4][CH:5]=[C:6]([CH2:8][O:9]COCC[Si](C)(C)C)[N:7]=1.Br[C:31]1[CH:36]=[CH:35][C:34]([S:37]([NH:40][C@@H:41]([CH2:46][CH3:47])[C:42]([F:45])([F:44])[F:43])(=[O:39])=[O:38])=[C:33]([Cl:48])[C:32]=1[Cl:49].C([O-])([O-])=O.[Na+].[Na+].P(C1CCCCC1)(C1CCCCC1)C1CCCCC1.[H+].[B-](F)(F)(F)F.C(O)(C(C)(C)C)=O. (3) Given the product [Br:1][C:2]1[CH:3]=[C:4]([N:13]([CH2:14][CH3:15])[C@H:16]2[CH2:21][CH2:20][C@H:19]([NH:22][CH3:23])[CH2:18][CH2:17]2)[C:5]([CH3:12])=[C:6]([CH:11]=1)[C:7]([O:9][CH3:10])=[O:8], predict the reactants needed to synthesize it. The reactants are: [Br:1][C:2]1[CH:3]=[C:4]([N:13]([C@H:16]2[CH2:21][CH2:20][C@H:19]([N:22](C(OC(C)(C)C)=O)[CH3:23])[CH2:18][CH2:17]2)[CH2:14][CH3:15])[C:5]([CH3:12])=[C:6]([CH:11]=1)[C:7]([O:9][CH3:10])=[O:8].Cl. (4) Given the product [C:11]([OH:10])(=[C:12]1[C:11](=[O:10])[CH2:16][C:15]([CH3:17])([CH3:18])[CH2:14][C:13]1=[O:19])[CH2:16][CH:15]([CH3:17])[CH3:14], predict the reactants needed to synthesize it. The reactants are: [Cl-].[Al+3].[Cl-].[Cl-].CC(C)CC([O:10][C:11]1[CH2:16][C:15]([CH3:18])([CH3:17])[CH2:14][C:13](=[O:19])[CH:12]=1)=O.Cl. (5) Given the product [O:30]=[C:24]1[CH2:25][NH:26][C:27](=[O:29])[CH2:28][N:23]1[C:2]1[CH:3]=[C:4]([CH:8]2[C:17]([CH3:19])([CH3:18])[CH2:16][C:15]3[C:10](=[CH:11][CH:12]=[C:13]([C:20]([OH:22])=[O:21])[CH:14]=3)[NH:9]2)[CH:5]=[CH:6][CH:7]=1, predict the reactants needed to synthesize it. The reactants are: Br[C:2]1[CH:3]=[C:4]([CH:8]2[C:17]([CH3:19])([CH3:18])[CH2:16][C:15]3[C:10](=[CH:11][CH:12]=[C:13]([C:20]([OH:22])=[O:21])[CH:14]=3)[NH:9]2)[CH:5]=[CH:6][CH:7]=1.[NH:23]1[CH2:28][C:27](=[O:29])[NH:26][CH2:25][C:24]1=[O:30].Cl.CN(C)CC(O)=O.C(=O)([O-])[O-].[K+].[K+]. (6) The reactants are: CC(C)([O-])C.[K+].[CH2:7]([OH:19])[CH2:8][O:9][CH2:10][CH2:11][O:12][CH2:13][CH2:14][O:15][CH2:16][CH2:17][OH:18].[O:20]([CH2:50][C:51]1[CH:56]=[CH:55][CH:54]=[CH:53][CH:52]=1)[P:21](O[P:21]([O:22][CH2:23][C:24]1[CH:29]=[CH:28][CH:27]=[CH:26][CH:25]=1)([O:20][CH2:50][C:51]1[CH:56]=[CH:55][CH:54]=[CH:53][CH:52]=1)=[O:30])(=[O:30])[O:22][CH2:23][C:24]1[CH:29]=[CH:28][CH:27]=[CH:26][CH:25]=1.C(O)(=O)C. Given the product [P:21]([O:18][CH2:17][CH2:16][O:15][CH2:14][CH2:13][O:12][CH2:11][CH2:10][O:9][CH2:8][CH2:7][OH:19])([O:20][CH2:50][C:51]1[CH:56]=[CH:55][CH:54]=[CH:53][CH:52]=1)([O:22][CH2:23][C:24]1[CH:29]=[CH:28][CH:27]=[CH:26][CH:25]=1)=[O:30], predict the reactants needed to synthesize it. (7) Given the product [C:1]([C:3]1[C:4]([C:23]2[CH:28]=[CH:27][C:26]([CH3:29])=[CH:25][CH:24]=2)=[C:5]([C:14]2[O:15][CH:16]=[C:17]([C:19]([O:21][CH3:22])=[O:20])[N:18]=2)[C:6]([CH3:13])=[N:7][C:8]=1[CH2:9][CH:10]([CH3:11])[CH3:12])#[N:2], predict the reactants needed to synthesize it. The reactants are: [C:1]([C:3]1[C:4]([C:23]2[CH:28]=[CH:27][C:26]([CH3:29])=[CH:25][CH:24]=2)=[C:5]([C:14]2[O:15][CH2:16][CH:17]([C:19]([O:21][CH3:22])=[O:20])[N:18]=2)[C:6]([CH3:13])=[N:7][C:8]=1[CH2:9][CH:10]([CH3:12])[CH3:11])#[N:2].C1CCN2C(=NCCC2)CC1.BrC(Cl)(Cl)Cl. (8) The reactants are: Cl[C:2]1[CH:7]=[C:6]([CH:8]([OH:10])[CH3:9])[CH:5]=[CH:4][N:3]=1.O.[NH2:12][NH2:13]. Given the product [NH:12]([C:2]1[CH:7]=[C:6]([CH:8]([OH:10])[CH3:9])[CH:5]=[CH:4][N:3]=1)[NH2:13], predict the reactants needed to synthesize it.